From a dataset of Forward reaction prediction with 1.9M reactions from USPTO patents (1976-2016). Predict the product of the given reaction. Given the reactants [Br:1][C:2]1[CH:3]=[N:4][C:5]2[N:6]([N:8]=[C:9]([C:11]([OH:13])=O)[CH:10]=2)[CH:7]=1.[CH3:14][CH:15]1[C:24]2[C:19](=[CH:20][C:21]([C:25]3[CH:26]=[N:27][NH:28][CH:29]=3)=[CH:22][CH:23]=2)[CH2:18][CH2:17][NH:16]1, predict the reaction product. The product is: [Br:1][C:2]1[CH:3]=[N:4][C:5]2[N:6]([N:8]=[C:9]([C:11]([N:16]3[CH2:17][CH2:18][C:19]4[C:24](=[CH:23][CH:22]=[C:21]([C:25]5[CH:29]=[N:28][NH:27][CH:26]=5)[CH:20]=4)[CH:15]3[CH3:14])=[O:13])[CH:10]=2)[CH:7]=1.